This data is from Forward reaction prediction with 1.9M reactions from USPTO patents (1976-2016). The task is: Predict the product of the given reaction. (1) Given the reactants [Cl:1][C:2]1[CH:3]=[C:4]([CH2:9][CH2:10][C:11]([N:13]2[CH2:18][CH:17]3[CH:15]([C:16]3([C:20]3[CH:21]=[C:22]([NH:26][S:27]([CH3:30])(=[O:29])=[O:28])[CH:23]=[CH:24][CH:25]=3)[CH3:19])[CH2:14]2)=O)[CH:5]=[CH:6][C:7]=1[Cl:8].[H-].[Al+3].[Li+].[H-].[H-].[H-].O.C(=O)([O-])O.[Na+], predict the reaction product. The product is: [Cl:1][C:2]1[CH:3]=[C:4]([CH2:9][CH2:10][CH2:11][N:13]2[CH2:18][CH:17]3[CH:15]([C:16]3([C:20]3[CH:21]=[C:22]([NH:26][S:27]([CH3:30])(=[O:29])=[O:28])[CH:23]=[CH:24][CH:25]=3)[CH3:19])[CH2:14]2)[CH:5]=[CH:6][C:7]=1[Cl:8]. (2) Given the reactants [CH:1]1[C:13]2[N:12]([CH:14]3[C:23]4[C:18](=[CH:19][CH:20]=[CH:21][CH:22]=4)[N:17]([C:24](=[O:35])[C:25]4[CH:30]=[CH:29][C:28]([O:31][CH3:32])=[C:27]([O:33][CH3:34])[CH:26]=4)[CH:16]([CH2:36][CH2:37][CH2:38][CH2:39][C:40]([OH:42])=O)[CH2:15]3)[C:11]3[C:6](=[CH:7][CH:8]=[CH:9][CH:10]=3)[C:5]=2[CH:4]=[CH:3][CH:2]=1.[CH2:43]([NH:49][CH3:50])[CH2:44][CH2:45][CH2:46][CH2:47][CH3:48], predict the reaction product. The product is: [CH:1]1[C:13]2[N:12]([CH:14]3[C:23]4[C:18](=[CH:19][CH:20]=[CH:21][CH:22]=4)[N:17]([C:24](=[O:35])[C:25]4[CH:30]=[CH:29][C:28]([O:31][CH3:32])=[C:27]([O:33][CH3:34])[CH:26]=4)[CH:16]([CH2:36][CH2:37][CH2:38][CH2:39][C:40]([N:49]([CH2:43][CH2:44][CH2:45][CH2:46][CH2:47][CH3:48])[CH3:50])=[O:42])[CH2:15]3)[C:11]3[C:6](=[CH:7][CH:8]=[CH:9][CH:10]=3)[C:5]=2[CH:4]=[CH:3][CH:2]=1. (3) Given the reactants [Cl:1][C:2]1[CH:3]=[C:4]([S:9]([NH:12][C:13]2[CH:14]=[C:15]3[C:19](=[CH:20][CH:21]=2)[N:18]([C:22]2[N:27]=[CH:26][CH:25]=[CH:24][N:23]=2)[CH2:17][CH2:16]3)(=[O:11])=[O:10])[CH:5]=[C:6]([Cl:8])[CH:7]=1.C(=O)([O-])[O-].[K+].[K+].Br[CH2:35][C:36]([O:38][C:39]([CH3:42])([CH3:41])[CH3:40])=[O:37], predict the reaction product. The product is: [C:39]([O:38][C:36](=[O:37])[CH2:35][N:12]([S:9]([C:4]1[CH:3]=[C:2]([Cl:1])[CH:7]=[C:6]([Cl:8])[CH:5]=1)(=[O:10])=[O:11])[C:13]1[CH:14]=[C:15]2[C:19](=[CH:20][CH:21]=1)[N:18]([C:22]1[N:23]=[CH:24][CH:25]=[CH:26][N:27]=1)[CH2:17][CH2:16]2)([CH3:42])([CH3:41])[CH3:40]. (4) Given the reactants [NH2:1][C:2]1[CH:11]=[CH:10][C:5]([C:6]([O:8][CH3:9])=[O:7])=[C:4]([CH:12]2[CH2:14][CH2:13]2)[CH:3]=1.Cl[CH2:16][CH2:17][CH2:18][S:19](Cl)(=[O:21])=[O:20], predict the reaction product. The product is: [CH:12]1([C:4]2[CH:3]=[C:2]([N:1]3[CH2:16][CH2:17][CH2:18][S:19]3(=[O:21])=[O:20])[CH:11]=[CH:10][C:5]=2[C:6]([O:8][CH3:9])=[O:7])[CH2:14][CH2:13]1. (5) Given the reactants [F:1][C:2]1[CH:7]=[CH:6][C:5]([F:8])=[CH:4][C:3]=1[C:9]1[N:10]([CH2:20][C:21]2[N:26]=[C:25]([C:27](=[N:29][OH:30])[NH2:28])[CH:24]=[CH:23][CH:22]=2)[C:11]2[C:16]([CH:17]=1)=[CH:15][C:14]([O:18][CH3:19])=[CH:13][CH:12]=2.[C:31](N1C=CN=C1)(N1C=CN=C1)=[S:32].N12CCCN=C1CCCCC2.Cl, predict the reaction product. The product is: [F:1][C:2]1[CH:7]=[CH:6][C:5]([F:8])=[CH:4][C:3]=1[C:9]1[N:10]([CH2:20][C:21]2[N:26]=[C:25]([C:27]3[NH:28][C:31](=[S:32])[O:30][N:29]=3)[CH:24]=[CH:23][CH:22]=2)[C:11]2[C:16]([CH:17]=1)=[CH:15][C:14]([O:18][CH3:19])=[CH:13][CH:12]=2. (6) Given the reactants [CH3:1][O:2][C:3](=[O:22])[CH2:4][C:5]1[CH:10]=[C:9](OS(C(F)(F)F)(=O)=O)[CH:8]=[C:7]([O:19][CH2:20][CH3:21])[CH:6]=1.[Na+].[CH3:24][C:25]1[S:29][C:28]([S:30]([O-:32])=[O:31])=[CH:27][C:26]=1[C:33]1[CH:38]=[CH:37][C:36]([C:39]([F:42])([F:41])[F:40])=[CH:35][CH:34]=1.CC1(C)C2C(=C(P(C3C=CC=CC=3)C3C=CC=CC=3)C=CC=2)OC2C(P(C3C=CC=CC=3)C3C=CC=CC=3)=CC=CC1=2.C(=O)([O-])[O-].[Cs+].[Cs+].C1(C)C=CC=CC=1, predict the reaction product. The product is: [CH3:1][O:2][C:3](=[O:22])[CH2:4][C:5]1[CH:10]=[C:9]([S:30]([C:28]2[S:29][C:25]([CH3:24])=[C:26]([C:33]3[CH:34]=[CH:35][C:36]([C:39]([F:42])([F:40])[F:41])=[CH:37][CH:38]=3)[CH:27]=2)(=[O:32])=[O:31])[CH:8]=[C:7]([O:19][CH2:20][CH3:21])[CH:6]=1.